This data is from Peptide-MHC class I binding affinity with 185,985 pairs from IEDB/IMGT. The task is: Regression. Given a peptide amino acid sequence and an MHC pseudo amino acid sequence, predict their binding affinity value. This is MHC class I binding data. (1) The peptide sequence is KMFCQLAKV. The MHC is HLA-A02:02 with pseudo-sequence HLA-A02:02. The binding affinity (normalized) is 0.803. (2) The peptide sequence is LSPQQICSNF. The MHC is Mamu-A01 with pseudo-sequence Mamu-A01. The binding affinity (normalized) is 0.799. (3) The peptide sequence is ISFAISCFLL. The MHC is HLA-A68:02 with pseudo-sequence HLA-A68:02. The binding affinity (normalized) is 0.531. (4) The peptide sequence is ISIAFMSL. The MHC is H-2-Kb with pseudo-sequence H-2-Kb. The binding affinity (normalized) is 1.00. (5) The peptide sequence is AELEEGVYRI. The MHC is HLA-B44:03 with pseudo-sequence HLA-B44:03. The binding affinity (normalized) is 0.597. (6) The peptide sequence is EFINTGSSK. The MHC is HLA-A68:01 with pseudo-sequence HLA-A68:01. The binding affinity (normalized) is 0.319.